Dataset: Full USPTO retrosynthesis dataset with 1.9M reactions from patents (1976-2016). Task: Predict the reactants needed to synthesize the given product. (1) Given the product [C:1]([O:5][C:6](=[O:7])[NH:8][CH:9]1[CH2:10][CH2:11][CH:12]([C:15](=[O:17])[N:20]([O:19][CH3:18])[CH3:21])[CH2:13][CH2:14]1)([CH3:2])([CH3:3])[CH3:4], predict the reactants needed to synthesize it. The reactants are: [C:1]([O:5][C:6]([NH:8][CH:9]1[CH2:14][CH2:13][CH:12]([C:15]([OH:17])=O)[CH2:11][CH2:10]1)=[O:7])([CH3:4])([CH3:3])[CH3:2].[CH3:18][O:19][NH:20][CH3:21].C1CCC(N=C=NC2CCCCC2)CC1.C(N(CC)CC)C. (2) The reactants are: [Br:1][C:2]1[C:8]([F:9])=[CH:7][CH:6]=[C:5]([N+:10]([O-])=O)[C:3]=1[NH2:4]. Given the product [Br:1][C:2]1[C:8]([F:9])=[CH:7][CH:6]=[C:5]([NH2:10])[C:3]=1[NH2:4], predict the reactants needed to synthesize it. (3) The reactants are: [C:1]1([C:7]([C:15]2[CH:20]=[CH:19][CH:18]=[CH:17][CH:16]=2)=[N:8][CH2:9][C:10]([O:12][CH2:13][CH3:14])=[O:11])[CH:6]=[CH:5][CH:4]=[CH:3][CH:2]=1.Br[C:22]1[CH:23]=[N:24][N:25]([CH3:27])[CH:26]=1.P([O-])([O-])([O-])=O.[K+].[K+].[K+]. Given the product [C:1]1([C:7](=[N:8][CH:9]([C:22]2[CH:23]=[N:24][N:25]([CH3:27])[CH:26]=2)[C:10]([O:12][CH2:13][CH3:14])=[O:11])[C:15]2[CH:20]=[CH:19][CH:18]=[CH:17][CH:16]=2)[CH:2]=[CH:3][CH:4]=[CH:5][CH:6]=1, predict the reactants needed to synthesize it. (4) Given the product [C:1]1([C:7]([C:17]2[CH:22]=[CH:21][C:20]([CH:23]=[CH:24][C:25]([NH:40][S:37]([C:32]3[CH:33]=[CH:34][CH:35]=[CH:36][C:31]=3[N+:28]([O-:30])=[O:29])(=[O:38])=[O:39])=[O:26])=[CH:19][CH:18]=2)=[C:8]([C:11]2[CH:16]=[CH:15][CH:14]=[CH:13][CH:12]=2)[CH2:9][CH3:10])[CH:2]=[CH:3][CH:4]=[CH:5][CH:6]=1, predict the reactants needed to synthesize it. The reactants are: [C:1]1(/[C:7](/[C:17]2[CH:22]=[CH:21][C:20]([CH:23]=[CH:24][C:25](O)=[O:26])=[CH:19][CH:18]=2)=[C:8](/[C:11]2[CH:16]=[CH:15][CH:14]=[CH:13][CH:12]=2)\[CH2:9][CH3:10])[CH:6]=[CH:5][CH:4]=[CH:3][CH:2]=1.[N+:28]([C:31]1[CH:36]=[CH:35][CH:34]=[CH:33][C:32]=1[S:37]([NH2:40])(=[O:39])=[O:38])([O-:30])=[O:29]. (5) Given the product [C:24]([O:23][C:21]([NH:20][C:18]12[CH2:19][NH:11][CH2:12][CH:13]1[CH2:14][CH2:15][CH2:16][CH2:17]2)=[O:22])([CH3:27])([CH3:25])[CH3:26], predict the reactants needed to synthesize it. The reactants are: C(OC([N:11]1[CH2:19][C:18]2([NH:20][C:21]([O:23][C:24]([CH3:27])([CH3:26])[CH3:25])=[O:22])[CH:13]([CH2:14][CH2:15][CH2:16][CH2:17]2)[CH2:12]1)=O)C1C=CC=CC=1.[H][H]. (6) Given the product [CH3:23][C:24]1([CH3:40])[O:28][CH:27]([CH2:29][O:30][C:31]2[N:36]=[C:35]([C:37]([NH:21][C:18]3[N:5]4[N:6]=[C:7]([C:8]5[CH:13]=[CH:12][CH:11]=[CH:10][C:9]=5[C:14]([F:16])([F:17])[F:15])[C:2]([CH3:1])=[C:3]([CH3:22])[C:4]4=[N:20][CH:19]=3)=[O:38])[CH:34]=[CH:33][CH:32]=2)[CH2:26][O:25]1, predict the reactants needed to synthesize it. The reactants are: [CH3:1][C:2]1[C:7]([C:8]2[CH:13]=[CH:12][CH:11]=[CH:10][C:9]=2[C:14]([F:17])([F:16])[F:15])=[N:6][N:5]2[C:18]([NH2:21])=[CH:19][N:20]=[C:4]2[C:3]=1[CH3:22].[CH3:23][C:24]1([CH3:40])[O:28][CH:27]([CH2:29][O:30][C:31]2[N:36]=[C:35]([C:37](O)=[O:38])[CH:34]=[CH:33][CH:32]=2)[CH2:26][O:25]1. (7) Given the product [CH3:11][O:10][C:3]1([O:2][CH3:1])[CH2:4][CH2:5][C:6](=[O:9])[CH2:7][CH2:8]1, predict the reactants needed to synthesize it. The reactants are: [CH3:1][O:2][C:3]1([O:10][CH3:11])[CH:8]=[CH:7][C:6](=[O:9])[CH:5]=[CH:4]1.C(N(CC)C(C)C)(C)C.[H][H].